From a dataset of Full USPTO retrosynthesis dataset with 1.9M reactions from patents (1976-2016). Predict the reactants needed to synthesize the given product. (1) Given the product [F:1][C:2]([F:7])([F:6])[C:3]([OH:5])=[O:4].[F:8][C:9]([F:14])([F:13])[C:10]([OH:12])=[O:11].[C:55]([N:49]1[CH2:50][CH2:51][CH2:52][C@H:47]([CH2:46][C:45]([NH:44][C:36]2[CH:37]=[CH:38][C:39]3[NH:40][C:41]4[N:42]=[C:26]([NH:27][C:28]5[CH:29]=[N:30][CH:31]=[C:32]([CH:54]=5)[CH2:33][CH2:34][C:35]=2[CH:43]=3)[N:25]=[CH:24][C:23]=4[Cl:22])=[O:53])[CH2:48]1)(=[O:62])[C:56]1[CH:61]=[CH:60][CH:59]=[CH:58][CH:57]=1, predict the reactants needed to synthesize it. The reactants are: [F:1][C:2]([F:7])([F:6])[C:3]([OH:5])=[O:4].[F:8][C:9]([F:14])([F:13])[C:10]([OH:12])=[O:11].FC(F)(F)C(O)=O.[Cl:22][C:23]1[CH:24]=[N:25][C:26]2[NH:27][C:28]3[CH:29]=[N:30][CH:31]=[C:32]([CH:54]=3)[CH2:33][CH2:34][C:35]3[CH:43]=[C:39]([NH:40][C:41]=1[N:42]=2)[CH:38]=[CH:37][C:36]=3[NH:44][C:45](=[O:53])[CH2:46][C@H:47]1[CH2:52][CH2:51][CH2:50][NH:49][CH2:48]1.[C:55](Cl)(=[O:62])[C:56]1[CH:61]=[CH:60][CH:59]=[CH:58][CH:57]=1. (2) Given the product [CH2:12]([O:14][C:15]([C:17]1[S:37][C:20]2[N:21]=[C:22]([N:48]3[CH2:47][CH2:46][CH:45]([CH2:44][CH2:43][N:38]4[CH2:42][CH2:41][CH2:40][CH2:39]4)[CH2:50][CH2:49]3)[N:23]=[C:24]([NH:25][CH2:26][C:27]3[CH:32]=[CH:31][C:30]([Cl:33])=[CH:29][C:28]=3[Cl:34])[C:19]=2[CH:18]=1)=[O:16])[CH3:13], predict the reactants needed to synthesize it. The reactants are: ClC1C=CC=C(C(OO)=O)C=1.[CH2:12]([O:14][C:15]([C:17]1[S:37][C:20]2[N:21]=[C:22](SC)[N:23]=[C:24]([NH:25][CH2:26][C:27]3[CH:32]=[CH:31][C:30]([Cl:33])=[CH:29][C:28]=3[Cl:34])[C:19]=2[CH:18]=1)=[O:16])[CH3:13].[N:38]1([CH2:43][CH2:44][CH:45]2[CH2:50][CH2:49][NH:48][CH2:47][CH2:46]2)[CH2:42][CH2:41][CH2:40][CH2:39]1.C(=O)([O-])[O-].[Na+].[Na+]. (3) Given the product [Cl:22][C:19]1[CH:20]=[CH:21][C:16]([CH2:15][O:14][C:10]2[CH:11]=[CH:12][CH:13]=[C:4]([C:3]([OH:23])=[O:2])[C:5]=2[C:6]([OH:8])=[O:7])=[CH:17][CH:18]=1, predict the reactants needed to synthesize it. The reactants are: C[O:2][C:3](=[O:23])[C:4]1[C:5](=[C:10]([O:14][CH2:15][C:16]2[CH:21]=[CH:20][C:19]([Cl:22])=[CH:18][CH:17]=2)[CH:11]=[CH:12][CH:13]=1)[C:6]([O:8]C)=[O:7]. (4) Given the product [CH3:29][C:23]1[CH:24]=[C:25]([CH3:28])[CH:26]=[CH:27][C:22]=1[CH2:21][NH:20][CH2:19][C@H:13]([N:10]1[CH2:11][CH2:12][C@H:8]([NH:7][C:67]([NH:66][C:62]2[CH:63]=[CH:64][CH:65]=[C:60]([C:59]([F:69])([F:70])[F:58])[CH:61]=2)=[O:68])[C:9]1=[O:40])[C@@H:14]([OH:18])[CH2:15][CH2:16][CH3:17], predict the reactants needed to synthesize it. The reactants are: C(OC(=O)[NH:7][C@H:8]1[CH2:12][CH2:11][N:10]([C@@H:13]([CH2:19][N:20](C(OCC2C=CC=CC=2)=O)[CH2:21][C:22]2[CH:27]=[CH:26][C:25]([CH3:28])=[CH:24][C:23]=2[CH3:29])[C@@H:14]([OH:18])[C:15]#[C:16][CH3:17])[C:9]1=[O:40])(C)(C)C.C(O)(C(F)(F)F)=O.C(N(CC)C(C)C)(C)C.[F:58][C:59]([F:70])([F:69])[C:60]1[CH:61]=[C:62]([N:66]=[C:67]=[O:68])[CH:63]=[CH:64][CH:65]=1. (5) Given the product [NH2:20][C:17]1[CH:18]=[CH:19][C:14]([N:10]2[C:11]([CH3:13])=[CH:12][C:8]([C:6]([N:5]([CH2:37][CH2:38][CH2:39][CH3:40])[CH2:1][CH2:2][CH2:3][CH3:4])=[O:7])=[N:9]2)=[C:15]([C:23]([N:25]2[C@H:34]([CH2:35][OH:36])[CH2:33][C:32]3[C:27](=[CH:28][CH:29]=[CH:30][CH:31]=3)[CH2:26]2)=[O:24])[CH:16]=1, predict the reactants needed to synthesize it. The reactants are: [CH2:1]([N:5]([CH2:37][CH2:38][CH2:39][CH3:40])[C:6]([C:8]1[CH:12]=[C:11]([CH3:13])[N:10]([C:14]2[CH:19]=[CH:18][C:17]([N+:20]([O-])=O)=[CH:16][C:15]=2[C:23]([N:25]2[C@H:34]([CH2:35][OH:36])[CH2:33][C:32]3[C:27](=[CH:28][CH:29]=[CH:30][CH:31]=3)[CH2:26]2)=[O:24])[N:9]=1)=[O:7])[CH2:2][CH2:3][CH3:4]. (6) Given the product [C:19]([C:21]1[N:25]([CH3:26])[C:24]([C:2]2[CH:7]=[CH:6][C:5]([S:8]([NH:11][CH:12]3[CH2:14][CH2:13]3)(=[O:10])=[O:9])=[C:4]([C:15]([F:18])([F:17])[F:16])[CH:3]=2)=[CH:23][CH:22]=1)#[N:20], predict the reactants needed to synthesize it. The reactants are: Br[C:2]1[CH:7]=[CH:6][C:5]([S:8]([NH:11][CH:12]2[CH2:14][CH2:13]2)(=[O:10])=[O:9])=[C:4]([C:15]([F:18])([F:17])[F:16])[CH:3]=1.[C:19]([C:21]1[N:25]([CH3:26])[C:24](B(O)O)=[CH:23][CH:22]=1)#[N:20].[F-].[K+].C(P(C(C)(C)C)C(C)(C)C)(C)(C)C. (7) Given the product [OH:12][C:8]1[CH:7]=[C:6]([C:4]2[N:3]=[CH:2][N:1]([C:28]([N:27]([CH:24]3[CH2:25][CH2:26][N:21]([C:18]4[CH:17]=[CH:16][C:15]([O:14][CH3:13])=[CH:20][CH:19]=4)[CH2:22][CH2:23]3)[CH3:31])=[O:29])[CH:5]=2)[CH:11]=[CH:10][CH:9]=1, predict the reactants needed to synthesize it. The reactants are: [NH:1]1[CH:5]=[C:4]([C:6]2[CH:7]=[C:8]([OH:12])[CH:9]=[CH:10][CH:11]=2)[N:3]=[CH:2]1.[CH3:13][O:14][C:15]1[CH:20]=[CH:19][C:18]([N:21]2[CH2:26][CH2:25][CH:24]([N:27]([CH3:31])[C:28](Cl)=[O:29])[CH2:23][CH2:22]2)=[CH:17][CH:16]=1.